From a dataset of Forward reaction prediction with 1.9M reactions from USPTO patents (1976-2016). Predict the product of the given reaction. Given the reactants [F:1][C:2]([F:19])([F:18])[C:3]1[CH:4]=[C:5]([NH:13][CH2:14][C:15]([OH:17])=O)[CH:6]=[C:7]([C:9]([F:12])([F:11])[F:10])[CH:8]=1.[NH:20]1[CH2:25][CH2:24][NH:23][CH2:22][C:21]1=[O:26].N1(OC(N(C)C)=[N+](C)C)C2N=CC=CC=2N=N1.C(N(CC)C(C)C)(C)C, predict the reaction product. The product is: [F:10][C:9]([F:11])([F:12])[C:7]1[CH:6]=[C:5]([NH:13][CH2:14][C:15]([N:23]2[CH2:24][CH2:25][NH:20][C:21](=[O:26])[CH2:22]2)=[O:17])[CH:4]=[C:3]([C:2]([F:1])([F:19])[F:18])[CH:8]=1.